From a dataset of Catalyst prediction with 721,799 reactions and 888 catalyst types from USPTO. Predict which catalyst facilitates the given reaction. (1) Reactant: [OH:1][CH:2]1[CH2:7][CH2:6][N:5]([C:8]([O:10][C:11]([CH3:14])([CH3:13])[CH3:12])=[O:9])[CH2:4][CH2:3]1.[H-].[Na+].F[C:18]1[CH:25]=[CH:24][C:21]([C:22]#[N:23])=[CH:20][CH:19]=1. Product: [C:11]([O:10][C:8]([N:5]1[CH2:4][CH2:3][CH:2]([O:1][C:18]2[CH:25]=[CH:24][C:21]([C:22]#[N:23])=[CH:20][CH:19]=2)[CH2:7][CH2:6]1)=[O:9])([CH3:14])([CH3:13])[CH3:12]. The catalyst class is: 42. (2) The catalyst class is: 5. Reactant: [OH-].[Na+].[F:3][C:4]1[CH:9]=[CH:8][CH:7]=[CH:6][C:5]=1[NH:10][C:11]1[O:15][C:14]([C:16]([NH:18][CH:19]2[CH2:24][CH2:23][N:22]([C:25]3[N:30]=[CH:29][C:28]([CH2:31][C:32]([O:34]C)=[O:33])=[CH:27][CH:26]=3)[CH2:21][CH2:20]2)=[O:17])=[N:13][N:12]=1.Cl. Product: [F:3][C:4]1[CH:9]=[CH:8][CH:7]=[CH:6][C:5]=1[NH:10][C:11]1[O:15][C:14]([C:16]([NH:18][CH:19]2[CH2:20][CH2:21][N:22]([C:25]3[N:30]=[CH:29][C:28]([CH2:31][C:32]([OH:34])=[O:33])=[CH:27][CH:26]=3)[CH2:23][CH2:24]2)=[O:17])=[N:13][N:12]=1. (3) Reactant: [F:1][C:2]1[CH:7]=[C:6]([N:8]=NC2C=CC=CC=2)[C:5]([F:16])=[CH:4][C:3]=1[OH:17]. Product: [NH2:8][C:6]1[C:5]([F:16])=[CH:4][C:3]([OH:17])=[C:2]([F:1])[CH:7]=1. The catalyst class is: 29. (4) Reactant: [NH2:1][CH2:2][CH2:3][C:4]1[CH:10]=[CH:9][C:7]([NH2:8])=[CH:6][CH:5]=1.[CH3:11][C:12]([O:15][C:16](O[C:16]([O:15][C:12]([CH3:14])([CH3:13])[CH3:11])=[O:17])=[O:17])([CH3:14])[CH3:13]. Product: [NH2:8][C:7]1[CH:9]=[CH:10][C:4]([CH2:3][CH2:2][NH:1][C:16](=[O:17])[O:15][C:12]([CH3:14])([CH3:13])[CH3:11])=[CH:5][CH:6]=1. The catalyst class is: 25. (5) Reactant: Cl[CH2:2][C:3]([NH:5][C:6]1[CH:7]=[C:8]([CH:12]=[CH:13][C:14]=1[O:15][C:16]([F:19])([F:18])[F:17])[C:9]([OH:11])=[O:10])=[O:4].[NH:20]1[CH2:25][CH2:24][O:23][CH2:22][CH2:21]1.C(N(CC)CC)C.[I-].[K+]. Product: [N:20]1([CH2:2][C:3]([NH:5][C:6]2[CH:7]=[C:8]([CH:12]=[CH:13][C:14]=2[O:15][C:16]([F:19])([F:18])[F:17])[C:9]([OH:11])=[O:10])=[O:4])[CH2:25][CH2:24][O:23][CH2:22][CH2:21]1. The catalyst class is: 18. (6) Reactant: Br[C:2]1[C:3]([CH3:8])=[N:4][CH:5]=[CH:6][CH:7]=1.[C:9]1([CH2:15][SH:16])[CH:14]=[CH:13][CH:12]=[CH:11][CH:10]=1.C(N(CC)C(C)C)(C)C.C1(P(C2C=CC=CC=2)C2C3OC4C(=CC=CC=4P(C4C=CC=CC=4)C4C=CC=CC=4)C(C)(C)C=3C=CC=2)C=CC=CC=1. Product: [CH2:15]([S:16][C:2]1[C:3]([CH3:8])=[N:4][CH:5]=[CH:6][CH:7]=1)[C:9]1[CH:14]=[CH:13][CH:12]=[CH:11][CH:10]=1. The catalyst class is: 101.